From a dataset of Full USPTO retrosynthesis dataset with 1.9M reactions from patents (1976-2016). Predict the reactants needed to synthesize the given product. (1) Given the product [C:1]([O:5][C:6]([N:8]1[C@H:13]([C:14](=[O:16])[NH:24][CH2:23][C:22]2[CH:25]=[C:18]([Cl:17])[CH:19]=[CH:20][C:21]=2[N:26]2[CH:30]=[N:29][N:28]=[N:27]2)[CH2:12][C@H:11]2[C@@H:9]1[CH2:10]2)=[O:7])([CH3:2])([CH3:3])[CH3:4], predict the reactants needed to synthesize it. The reactants are: [C:1]([O:5][C:6]([N:8]1[C@H:13]([C:14]([OH:16])=O)[CH2:12][C@H:11]2[C@@H:9]1[CH2:10]2)=[O:7])([CH3:4])([CH3:3])[CH3:2].[Cl:17][C:18]1[CH:19]=[CH:20][C:21]([N:26]2[CH:30]=[N:29][N:28]=[N:27]2)=[C:22]([CH:25]=1)[CH2:23][NH2:24].C1C=CC2N(O)N=NC=2C=1.C(Cl)CCl. (2) The reactants are: [Br:1][C:2]1[C:3]([F:17])=[C:4]([NH:9]C(=O)OC(C)(C)C)[CH:5]=[C:6]([Cl:8])[CH:7]=1. Given the product [Br:1][C:2]1[C:3]([F:17])=[C:4]([CH:5]=[C:6]([Cl:8])[CH:7]=1)[NH2:9], predict the reactants needed to synthesize it. (3) Given the product [CH3:7][C@H:8]([O:12][C:13]1[CH:14]=[C:15]([CH:19]=[C:20]([O:22][C:23]2[CH:35]=[CH:34][C:26]3[C:27](=[O:33])[N:28]([CH3:32])[CH2:29][CH2:30][O:31][C:25]=3[CH:24]=2)[CH:21]=1)[C:16]([NH:36][C:37]1[CH:42]=[N:41][C:40]([CH3:43])=[CH:39][N:38]=1)=[O:18])[CH2:9][O:10][CH3:11], predict the reactants needed to synthesize it. The reactants are: C(Cl)(=O)C(Cl)=O.[CH3:7][C@H:8]([O:12][C:13]1[CH:14]=[C:15]([CH:19]=[C:20]([O:22][C:23]2[CH:35]=[CH:34][C:26]3[C:27](=[O:33])[N:28]([CH3:32])[CH2:29][CH2:30][O:31][C:25]=3[CH:24]=2)[CH:21]=1)[C:16]([OH:18])=O)[CH2:9][O:10][CH3:11].[NH2:36][C:37]1[CH:42]=[N:41][C:40]([CH3:43])=[CH:39][N:38]=1.N1C=CC=CC=1. (4) Given the product [C:32]([CH:20]([NH:19][C:18]([CH:13]1[CH2:14][CH2:15][CH2:16][CH2:17][N:12]1[C:10](=[O:11])[CH:2]([NH:1][S:43]([CH2:42][C:36]1[CH:41]=[CH:40][CH:39]=[CH:38][CH:37]=1)(=[O:45])=[O:44])[CH2:3][S:4][CH2:5][P:6](=[O:8])([OH:7])[OH:9])=[O:35])[CH2:21][C:22]1[CH:31]=[CH:30][C:29]2[C:24](=[CH:25][CH:26]=[CH:27][CH:28]=2)[CH:23]=1)(=[O:34])[NH2:33], predict the reactants needed to synthesize it. The reactants are: [NH2:1][CH:2]([C:10]([N:12]1[CH2:17][CH2:16][CH2:15][CH2:14][CH:13]1[C:18](=[O:35])[NH:19][CH:20]([C:32](=[O:34])[NH2:33])[CH2:21][C:22]1[CH:31]=[CH:30][C:29]2[C:24](=[CH:25][CH:26]=[CH:27][CH:28]=2)[CH:23]=1)=[O:11])[CH2:3][S:4][CH2:5][P:6](=[O:9])([OH:8])[OH:7].[C:36]1([CH2:42][S:43](Cl)(=[O:45])=[O:44])[CH:41]=[CH:40][CH:39]=[CH:38][CH:37]=1.N1C=CC=CC=1. (5) Given the product [Cl:3][C:4]1[CH:5]=[C:6]2[C:10](=[CH:11][CH:12]=1)[N:9]([CH:14]([CH3:18])[C:15]([NH2:17])=[O:16])[CH:8]=[CH:7]2, predict the reactants needed to synthesize it. The reactants are: [H-].[Na+].[Cl:3][C:4]1[CH:5]=[C:6]2[C:10](=[CH:11][CH:12]=1)[NH:9][CH:8]=[CH:7]2.Br[CH:14]([CH3:18])[C:15]([NH2:17])=[O:16].O. (6) The reactants are: [CH2:1]([C:4]1[CH:9]=[CH:8][C:7]([C:10]([C:15]2[CH:20]=[CH:19][C:18]([CH2:21][CH2:22][C:23](=[O:28])[C:24]([CH3:27])([CH3:26])[CH3:25])=[C:17]([CH3:29])[CH:16]=2)([CH2:13][CH3:14])[CH2:11][CH3:12])=[CH:6][C:5]=1[CH3:30])[CH:2]=[CH2:3].[BH4-].[Na+]. Given the product [CH2:1]([C:4]1[CH:9]=[CH:8][C:7]([C:10]([C:15]2[CH:20]=[CH:19][C:18]([CH2:21][CH2:22][CH:23]([OH:28])[C:24]([CH3:27])([CH3:26])[CH3:25])=[C:17]([CH3:29])[CH:16]=2)([CH2:13][CH3:14])[CH2:11][CH3:12])=[CH:6][C:5]=1[CH3:30])[CH:2]=[CH2:3], predict the reactants needed to synthesize it. (7) The reactants are: [CH2:1]([O:3][C:4]([C:6]1([NH:10][C:11]([C:13]2[CH:22]=[CH:21][C:20]3[C:15](=[CH:16][CH:17]=[CH:18][CH:19]=3)[C:14]=2[OH:23])=[O:12])[CH2:9][CH2:8][CH2:7]1)=[O:5])[CH3:2].C(=O)([O-])[O-].[Cs+].[Cs+].[I-].[Na+].Cl[CH2:33][C:34]1[CH:35]=[CH:36][C:37]([C:40]([F:43])([F:42])[F:41])=[N:38][CH:39]=1. Given the product [CH2:1]([O:3][C:4]([C:6]1([NH:10][C:11]([C:13]2[CH:22]=[CH:21][C:20]3[C:15](=[CH:16][CH:17]=[CH:18][CH:19]=3)[C:14]=2[O:23][CH2:33][C:34]2[CH:39]=[N:38][C:37]([C:40]([F:43])([F:41])[F:42])=[CH:36][CH:35]=2)=[O:12])[CH2:9][CH2:8][CH2:7]1)=[O:5])[CH3:2], predict the reactants needed to synthesize it.